This data is from Forward reaction prediction with 1.9M reactions from USPTO patents (1976-2016). The task is: Predict the product of the given reaction. (1) Given the reactants [NH2:1][C:2]1[CH:3]=[C:4]([NH:17][C:18]([C:20]2[C:21]([C:26]3[CH:31]=[CH:30][C:29]([C:32]([F:35])([F:34])[F:33])=[CH:28][CH:27]=3)=[CH:22][CH:23]=[CH:24][CH:25]=2)=[O:19])[CH:5]=[CH:6][C:7]=1[NH:8][CH2:9][CH2:10][C:11]1[CH:16]=[CH:15][CH:14]=[CH:13][N:12]=1.N1([C:41](N2C=CN=C2)=[O:42])C=CN=C1, predict the reaction product. The product is: [O:42]=[C:41]1[N:8]([CH2:9][CH2:10][C:11]2[CH:16]=[CH:15][CH:14]=[CH:13][N:12]=2)[C:7]2[CH:6]=[CH:5][C:4]([NH:17][C:18]([C:20]3[C:21]([C:26]4[CH:27]=[CH:28][C:29]([C:32]([F:35])([F:33])[F:34])=[CH:30][CH:31]=4)=[CH:22][CH:23]=[CH:24][CH:25]=3)=[O:19])=[CH:3][C:2]=2[NH:1]1. (2) Given the reactants [OH:1][C:2]1[S:3][C:4]2[CH2:14][CH2:13][C:12]3[C:7](=[CH:8][CH:9]=[CH:10][C:11]=3[O:15][CH2:16][C:17]([O:19][CH2:20][CH3:21])=[O:18])[C:5]=2[N:6]=1.[H-].[Na+].[C:24]1([CH:30]([C:34]2[CH:39]=[CH:38][CH:37]=[CH:36][CH:35]=2)[CH2:31][CH2:32]I)[CH:29]=[CH:28][CH:27]=[CH:26][CH:25]=1.CN(C)C=O, predict the reaction product. The product is: [C:24]1([CH:30]([C:34]2[CH:35]=[CH:36][CH:37]=[CH:38][CH:39]=2)[CH2:31][CH2:32][O:1][C:2]2[S:3][C:4]3[CH2:14][CH2:13][C:12]4[C:7](=[CH:8][CH:9]=[CH:10][C:11]=4[O:15][CH2:16][C:17]([O:19][CH2:20][CH3:21])=[O:18])[C:5]=3[N:6]=2)[CH:29]=[CH:28][CH:27]=[CH:26][CH:25]=1. (3) Given the reactants [OH:1][CH2:2][C@@H:3]([CH2:7][CH2:8][CH2:9][CH2:10][CH:11]=[CH2:12])[C:4]([OH:6])=O.Cl.[CH2:14]([O:21][NH2:22])[C:15]1[CH:20]=[CH:19][CH:18]=[CH:17][CH:16]=1.Cl.CN(C)CCCN=C=NCC, predict the reaction product. The product is: [OH:1][CH2:2][C@@H:3]([CH2:7][CH2:8][CH2:9][CH2:10][CH:11]=[CH2:12])[C:4]([NH:22][O:21][CH2:14][C:15]1[CH:20]=[CH:19][CH:18]=[CH:17][CH:16]=1)=[O:6]. (4) Given the reactants [F:1][C:2]1[CH:3]=[CH:4][C:5]([OH:11])=[C:6]([CH:10]=1)[C:7]([OH:9])=O.[Cl:12][C:13]1[CH:19]=[C:18]([S:20]([C:23]([F:26])([F:25])[F:24])(=[O:22])=[O:21])[CH:17]=[CH:16][C:14]=1[NH2:15], predict the reaction product. The product is: [Cl:12][C:13]1[CH:19]=[C:18]([S:20]([C:23]([F:24])([F:25])[F:26])(=[O:22])=[O:21])[CH:17]=[CH:16][C:14]=1[NH:15][C:7](=[O:9])[C:6]1[CH:10]=[C:2]([F:1])[CH:3]=[CH:4][C:5]=1[OH:11]. (5) The product is: [CH:18]1([N:13]2[CH2:14][CH2:15][C:16]3=[CH:17][N:8]([C:5]4[CH:6]=[CH:7][C:2]([N:24]5[CH2:25][CH2:26][O:22][C:23]5=[O:27])=[CH:3][CH:4]=4)[N:9]=[C:10]3[CH2:11][CH2:12]2)[CH2:21][CH2:20][CH2:19]1. Given the reactants Br[C:2]1[CH:7]=[CH:6][C:5]([N:8]2[CH:17]=[C:16]3[C:10]([CH2:11][CH2:12][N:13]([CH:18]4[CH2:21][CH2:20][CH2:19]4)[CH2:14][CH2:15]3)=[N:9]2)=[CH:4][CH:3]=1.[O:22]1[CH2:26][CH2:25][NH:24][C:23]1=[O:27].C(=O)([O-])[O-].[K+].[K+].CNCCNC, predict the reaction product.